This data is from Forward reaction prediction with 1.9M reactions from USPTO patents (1976-2016). The task is: Predict the product of the given reaction. (1) Given the reactants [C:1](#[N:3])[CH3:2].C([Li])CCC.C([O:11][C:12](=O)[C:13]1[CH:18]=[CH:17][C:16]([O:19][CH2:20][CH3:21])=[CH:15][CH:14]=1)C.[OH-].[Na+], predict the reaction product. The product is: [CH2:20]([O:19][C:16]1[CH:17]=[CH:18][C:13]([C:12](=[O:11])[CH2:2][C:1]#[N:3])=[CH:14][CH:15]=1)[CH3:21]. (2) Given the reactants [Li]CCCC.Br[C:7]1[CH:8]=[CH:9][C:10]2[O:14][C:13](=[O:15])[NH:12][C:11]=2[CH:16]=1.C[O:18][B:19](OC)[O:20]C.Cl, predict the reaction product. The product is: [O:15]=[C:13]1[NH:12][C:11]2[CH:16]=[C:7]([B:19]([OH:20])[OH:18])[CH:8]=[CH:9][C:10]=2[O:14]1.